Dataset: Reaction yield outcomes from USPTO patents with 853,638 reactions. Task: Predict the reaction yield, written as a fraction of the theoretical maximum amount of product (1.0 means a 100% yield; for example, 0.34 means a 34% yield). (1) The reactants are [NH2:1][C:2]1[N:7]=[C:6]([NH2:8])[C:5]([O:9][C:10]2[C:15]([CH:16]([CH3:18])[CH3:17])=[CH:14][C:13]([OH:19])=[C:12]([I:20])[CH:11]=2)=[CH:4][N:3]=1.[CH2:21](Br)[CH3:22]. The catalyst is CN(C=O)C. The product is [CH2:21]([O:19][C:13]1[C:12]([I:20])=[CH:11][C:10]([O:9][C:5]2[C:6]([NH2:8])=[N:7][C:2]([NH2:1])=[N:3][CH:4]=2)=[C:15]([CH:16]([CH3:18])[CH3:17])[CH:14]=1)[CH3:22]. The yield is 0.280. (2) The reactants are Br[C:2]1[CH:3]=[C:4]([NH:10][C:11]2[CH:16]=[CH:15][C:14]([N:17]3[CH2:20][CH:19]([O:21][CH3:22])[CH2:18]3)=[CH:13][N:12]=2)[C:5](=[O:9])[N:6]([CH3:8])[CH:7]=1.[C:23]([O:26][CH2:27][C:28]1[C:29]([N:43]2[CH2:54][CH2:53][N:52]3[C:45](=[CH:46][C:47]4[CH2:48][C:49]([CH3:56])([CH3:55])[CH2:50][C:51]=43)[C:44]2=[O:57])=[N:30][CH:31]=[CH:32][C:33]=1B1OC(C)(C)C(C)(C)O1)(=[O:25])[CH3:24].[O-]P([O-])([O-])=O.[K+].[K+].[K+].C([O-])(=O)C.[Na+]. The catalyst is O.C1C=CC(P(C2C=CC=CC=2)[C-]2C=CC=C2)=CC=1.C1C=CC(P(C2C=CC=CC=2)[C-]2C=CC=C2)=CC=1.Cl[Pd]Cl.[Fe+2].C(#N)C. The product is [C:23]([O:26][CH2:27][C:28]1[C:29]([N:43]2[CH2:54][CH2:53][N:52]3[C:45](=[CH:46][C:47]4[CH2:48][C:49]([CH3:56])([CH3:55])[CH2:50][C:51]=43)[C:44]2=[O:57])=[N:30][CH:31]=[CH:32][C:33]=1[C:2]1[CH:3]=[C:4]([NH:10][C:11]2[CH:16]=[CH:15][C:14]([N:17]3[CH2:20][CH:19]([O:21][CH3:22])[CH2:18]3)=[CH:13][N:12]=2)[C:5](=[O:9])[N:6]([CH3:8])[CH:7]=1)(=[O:25])[CH3:24]. The yield is 0.687.